The task is: Predict the product of the given reaction.. This data is from Forward reaction prediction with 1.9M reactions from USPTO patents (1976-2016). (1) Given the reactants [CH3:1][O:2][C:3](=[O:22])[CH2:4][O:5][C:6]1[C:14]2[O:13][C:12]([NH:15][CH:16]3[CH2:21][CH2:20][NH:19][CH2:18][CH2:17]3)=[N:11][C:10]=2[CH:9]=[CH:8][CH:7]=1.[CH2:23]([O:25][C:26]1[CH:27]=[C:28]([CH:31]=[CH:32][C:33]=1[O:34][CH3:35])[CH:29]=O)[CH3:24].C([BH3-])#N.[Na+].C(N(C(C)C)C(C)C)C, predict the reaction product. The product is: [CH3:1][O:2][C:3](=[O:22])[CH2:4][O:5][C:6]1[C:14]2[O:13][C:12]([NH:15][CH:16]3[CH2:21][CH2:20][N:19]([CH2:29][C:28]4[CH:31]=[CH:32][C:33]([O:34][CH3:35])=[C:26]([O:25][CH2:23][CH3:24])[CH:27]=4)[CH2:18][CH2:17]3)=[N:11][C:10]=2[CH:9]=[CH:8][CH:7]=1. (2) Given the reactants [Si:1]([O:8][CH2:9][CH2:10][NH:11][C@@H:12]1[C@@H:16]([C:17]2[CH:22]=[CH:21][CH:20]=[CH:19][CH:18]=2)[CH2:15][N:14]([S:23]([C:26]2[N:27]=[CH:28][N:29]([CH3:31])[CH:30]=2)(=[O:25])=[O:24])[CH2:13]1)([C:4]([CH3:7])([CH3:6])[CH3:5])([CH3:3])[CH3:2].[C:32]([O:36][C:37](O[C:37]([O:36][C:32]([CH3:35])([CH3:34])[CH3:33])=[O:38])=[O:38])([CH3:35])([CH3:34])[CH3:33], predict the reaction product. The product is: [Si:1]([O:8][CH2:9][CH2:10][N:11]([C@@H:12]1[C@@H:16]([C:17]2[CH:18]=[CH:19][CH:20]=[CH:21][CH:22]=2)[CH2:15][N:14]([S:23]([C:26]2[N:27]=[CH:28][N:29]([CH3:31])[CH:30]=2)(=[O:24])=[O:25])[CH2:13]1)[C:37](=[O:38])[O:36][C:32]([CH3:35])([CH3:34])[CH3:33])([C:4]([CH3:5])([CH3:6])[CH3:7])([CH3:3])[CH3:2]. (3) Given the reactants [CH:1]1([NH:7][C:8](=[N:21][CH:22]2[CH2:27][CH2:26][CH2:25][CH2:24][CH2:23]2)[O:9][N:10]2[C:15]([CH3:17])([CH3:16])[CH2:14][CH:13]([OH:18])[CH2:12][C:11]2([CH3:20])[CH3:19])[CH2:6][CH2:5][CH2:4][CH2:3][CH2:2]1.[C:28](Cl)(=[O:40])[CH2:29][CH2:30][CH2:31][CH2:32][CH2:33][CH2:34][CH2:35][CH2:36][C:37](Cl)=[O:38], predict the reaction product. The product is: [CH:22]1([NH:21][C:8]([O:9][N:10]2[C:11]([CH3:20])([CH3:19])[CH2:12][CH:13]([O:18][C:28](=[O:40])[CH2:29][CH2:30][CH2:31][CH2:32][CH2:33][CH2:34][CH2:35][CH2:36][C:37]([O:18][CH:13]3[CH2:12][C:11]([CH3:19])([CH3:20])[N:10]([O:9][C:8](=[N:7][CH:1]4[CH2:6][CH2:5][CH2:4][CH2:3][CH2:2]4)[NH:21][CH:22]4[CH2:27][CH2:26][CH2:25][CH2:24][CH2:23]4)[C:15]([CH3:17])([CH3:16])[CH2:14]3)=[O:38])[CH2:14][C:15]2([CH3:16])[CH3:17])=[N:7][CH:1]2[CH2:2][CH2:3][CH2:4][CH2:5][CH2:6]2)[CH2:23][CH2:24][CH2:25][CH2:26][CH2:27]1.